From a dataset of Catalyst prediction with 721,799 reactions and 888 catalyst types from USPTO. Predict which catalyst facilitates the given reaction. (1) Reactant: [F:1][C:2]1[CH:7]=[CH:6][C:5]([C:8]2[C:12]([C:13]3[CH:18]=[CH:17][N:16]=[CH:15][CH:14]=3)=[CH:11][NH:10][N:9]=2)=[CH:4][CH:3]=1.[H-].[Na+].Br[CH2:22][C:23]1[CH:24]=[C:25]([CH:28]=[CH:29][CH:30]=1)[C:26]#[N:27].C(O)(=O)C. Product: [F:1][C:2]1[CH:3]=[CH:4][C:5]([C:8]2[C:12]([C:13]3[CH:18]=[CH:17][N:16]=[CH:15][CH:14]=3)=[CH:11][N:10]([CH2:22][C:23]3[CH:24]=[C:25]([CH:28]=[CH:29][CH:30]=3)[C:26]#[N:27])[N:9]=2)=[CH:6][CH:7]=1.[F:1][C:2]1[CH:3]=[CH:4][C:5]([C:8]2[N:9]([CH2:22][C:23]3[CH:24]=[C:25]([CH:28]=[CH:29][CH:30]=3)[C:26]#[N:27])[N:10]=[CH:11][C:12]=2[C:13]2[CH:18]=[CH:17][N:16]=[CH:15][CH:14]=2)=[CH:6][CH:7]=1. The catalyst class is: 9. (2) Reactant: [C:1]([C:5]1[O:9][N:8]=[C:7]([C:10]2[CH:15]=[C:14](Cl)[C:13]([CH:17]3[CH2:19][CH2:18]3)=[CH:12][N:11]=2)[N:6]=1)([CH3:4])([CH3:3])[CH3:2].[CH2:20]1[C:23]2([CH2:26][NH:25][CH2:24]2)[CH2:22][O:21]1.C([O-])([O-])=O.[Cs+].[Cs+]. Product: [C:1]([C:5]1[O:9][N:8]=[C:7]([C:10]2[CH:15]=[C:14]([N:25]3[CH2:26][C:23]4([CH2:20][O:21][CH2:22]4)[CH2:24]3)[C:13]([CH:17]3[CH2:19][CH2:18]3)=[CH:12][N:11]=2)[N:6]=1)([CH3:4])([CH3:3])[CH3:2]. The catalyst class is: 196. (3) Reactant: [CH2:1]([O:8][C:9]1[CH:14]=[C:13]([O:15][CH2:16][C:17]2[CH:22]=[CH:21][CH:20]=[CH:19][CH:18]=2)[C:12]([N:23]=[N+:24]=[N-:25])=[CH:11][C:10]=1[CH:26]([CH3:28])[CH3:27])[C:2]1[CH:7]=[CH:6][CH:5]=[CH:4][CH:3]=1.[CH3:29][O:30][C:31](=[O:54])[C:32]#[C:33][N:34]([C:47]([O:49][C:50]([CH3:53])([CH3:52])[CH3:51])=[O:48])[C:35]1[CH:40]=[CH:39][C:38]([N:41]2[CH2:46][CH2:45][O:44][CH2:43][CH2:42]2)=[CH:37][CH:36]=1.CCOC(C)=O.O. Product: [CH3:29][O:30][C:31]([C:32]1[N:25]=[N:24][N:23]([C:12]2[CH:11]=[C:10]([CH:26]([CH3:28])[CH3:27])[C:9]([O:8][CH2:1][C:2]3[CH:3]=[CH:4][CH:5]=[CH:6][CH:7]=3)=[CH:14][C:13]=2[O:15][CH2:16][C:17]2[CH:18]=[CH:19][CH:20]=[CH:21][CH:22]=2)[C:33]=1[N:34]([C:47]([O:49][C:50]([CH3:53])([CH3:52])[CH3:51])=[O:48])[C:35]1[CH:36]=[CH:37][C:38]([N:41]2[CH2:42][CH2:43][O:44][CH2:45][CH2:46]2)=[CH:39][CH:40]=1)=[O:54]. The catalyst class is: 3. (4) Reactant: [C:1]([O:10][CH3:11])(=[O:9])[C:2]1[C:3](=[CH:5][CH:6]=[CH:7][CH:8]=1)[OH:4].Cl.Cl[CH2:14][C:15]1[CH:20]=[CH:19][N:18]=[CH:17][CH:16]=1.C(=O)([O-])[O-].[K+].[K+]. Product: [N:18]1[CH:19]=[CH:20][C:15]([CH2:14][O:4][C:3]2[CH:5]=[CH:6][CH:7]=[CH:8][C:2]=2[C:1]([O:10][CH3:11])=[O:9])=[CH:16][CH:17]=1. The catalyst class is: 9. (5) Reactant: [CH3:1][N:2]([CH3:8])[C@@H:3]1[CH2:7][CH2:6][NH:5][CH2:4]1.F[C:10]1[C:15]([N+:16]([O-:18])=[O:17])=[CH:14][C:13]([NH:19][C:20]2[N:25]=[C:24]([C:26]3[C:34]4[C:29](=[CH:30][CH:31]=[CH:32][CH:33]=4)[N:28]([CH3:35])[CH:27]=3)[C:23]([CH3:36])=[CH:22][N:21]=2)=[C:12]([O:37][CH3:38])[CH:11]=1. Product: [CH3:1][N:2]([CH3:8])[C@@H:3]1[CH2:7][CH2:6][N:5]([C:10]2[C:15]([N+:16]([O-:18])=[O:17])=[CH:14][C:13]([NH:19][C:20]3[N:25]=[C:24]([C:26]4[C:34]5[C:29](=[CH:30][CH:31]=[CH:32][CH:33]=5)[N:28]([CH3:35])[CH:27]=4)[C:23]([CH3:36])=[CH:22][N:21]=3)=[C:12]([O:37][CH3:38])[CH:11]=2)[CH2:4]1. The catalyst class is: 44.